This data is from Catalyst prediction with 721,799 reactions and 888 catalyst types from USPTO. The task is: Predict which catalyst facilitates the given reaction. (1) Reactant: [Cl:1][C:2]1[CH:7]=[CH:6][CH:5]=[C:4]([Cl:8])[C:3]=1[CH2:9][S:10]([C:13]1[CH:14]=[C:15]2[C:19](=[CH:20][CH:21]=1)[NH:18][C:17](=[O:22])/[C:16]/2=[CH:23]\[C:24]1[NH:28][C:27]([CH3:29])=[C:26]([CH2:30][C:31]([OH:33])=O)[C:25]=1[CH3:34])(=[O:12])=[O:11].C1C=CC2N(O)N=NC=2C=1.CCN=C=NCCCN(C)C.[NH:56]1[CH2:60][CH2:59][C@@H:58]([OH:61])[CH2:57]1. Product: [Cl:8][C:4]1[CH:5]=[CH:6][CH:7]=[C:2]([Cl:1])[C:3]=1[CH2:9][S:10]([C:13]1[CH:14]=[C:15]2[C:19](=[CH:20][CH:21]=1)[NH:18][C:17](=[O:22])/[C:16]/2=[CH:23]\[C:24]1[NH:28][C:27]([CH3:29])=[C:26]([CH2:30][C:31]([N:56]2[CH2:60][CH2:59][C@@H:58]([OH:61])[CH2:57]2)=[O:33])[C:25]=1[CH3:34])(=[O:12])=[O:11]. The catalyst class is: 85. (2) Reactant: [CH3:1][O:2][C:3]1[CH:8]=[CH:7][C:6]([CH2:9][N:10]2[C:14]3([C:18]4[CH:19]=[N:20][CH:21]=[CH:22][CH:23]=4)[CH2:15][NH:16][CH2:17][CH:13]3[CH2:12][O:11]2)=[CH:5][CH:4]=1.Cl[C:25]1[N:30]=[CH:29][C:28]([F:31])=[CH:27][N:26]=1.C(N(C(C)C)CC)(C)C. Product: [F:31][C:28]1[CH:27]=[N:26][C:25]([N:16]2[CH2:17][CH:13]3[C:14]([C:18]4[CH:19]=[N:20][CH:21]=[CH:22][CH:23]=4)([N:10]([CH2:9][C:6]4[CH:5]=[CH:4][C:3]([O:2][CH3:1])=[CH:8][CH:7]=4)[O:11][CH2:12]3)[CH2:15]2)=[N:30][CH:29]=1. The catalyst class is: 12. (3) Reactant: [ClH:1].[NH2:2][C@@H:3]1[CH2:5][C@H:4]1[C:6]1[CH:7]=[C:8]([CH:20]=[CH:21][CH:22]=1)[C:9]([NH:11][CH:12]1[CH2:17][CH2:16][C:15]([F:19])([F:18])[CH2:14][CH2:13]1)=[O:10].C(=O)([O-])O.[Na+].[CH:28]1([N:31]2[CH2:36][CH2:35][C:34](=O)[CH2:33][CH2:32]2)[CH2:30][CH2:29]1. Product: [ClH:1].[ClH:1].[CH:28]1([N:31]2[CH2:36][CH2:35][CH:34]([NH:2][C@@H:3]3[CH2:5][C@H:4]3[C:6]3[CH:7]=[C:8]([CH:20]=[CH:21][CH:22]=3)[C:9]([NH:11][CH:12]3[CH2:13][CH2:14][C:15]([F:18])([F:19])[CH2:16][CH2:17]3)=[O:10])[CH2:33][CH2:32]2)[CH2:30][CH2:29]1. The catalyst class is: 130. (4) Reactant: [H-].[Na+].[CH2:3]([O:10][C:11]1[CH:16]=[CH:15][C:14]([CH:17](C)C([O-])=O)=[CH:13][CH:12]=1)[C:4]1[CH:9]=[CH:8][CH:7]=[CH:6][CH:5]=1.[OH:22][CH:23]([CH2:29][C:30]1[CH:35]=[CH:34][C:33]([O:36][CH2:37][C:38]2[CH:43]=[CH:42][CH:41]=[CH:40][CH:39]=2)=[CH:32][CH:31]=1)[C:24]([O:26][CH2:27][CH3:28])=[O:25].[CH2:44](I)[CH3:45]. Product: [CH2:3]([O:10][C:11]1[CH:12]=[CH:13][C:14]([CH:17]=[O:22])=[CH:15][CH:16]=1)[C:4]1[CH:5]=[CH:6][CH:7]=[CH:8][CH:9]=1.[CH2:44]([O:22][CH:23]([CH2:29][C:30]1[CH:35]=[CH:34][C:33]([O:36][CH2:37][C:38]2[CH:43]=[CH:42][CH:41]=[CH:40][CH:39]=2)=[CH:32][CH:31]=1)[C:24]([O:26][CH2:27][CH3:28])=[O:25])[CH3:45]. The catalyst class is: 9. (5) Reactant: [NH2:1][C:2]1[CH:7]=[CH:6][C:5]([C:8]2[N:13]=[C:12]([NH2:14])[N:11]=[C:10]([NH:15][CH3:16])[CH:9]=2)=[CH:4][CH:3]=1.C(N(CC)CC)C.[C:24](Cl)(=[O:27])[CH:25]=[CH2:26]. Product: [NH2:14][C:12]1[N:13]=[C:8]([C:5]2[CH:4]=[CH:3][C:2]([NH:1][C:24](=[O:27])[CH:25]=[CH2:26])=[CH:7][CH:6]=2)[CH:9]=[C:10]([NH:15][CH3:16])[N:11]=1. The catalyst class is: 7.